From a dataset of Reaction yield outcomes from USPTO patents with 853,638 reactions. Predict the reaction yield, written as a fraction of the theoretical maximum amount of product (1.0 means a 100% yield; for example, 0.34 means a 34% yield). (1) The reactants are C(OC([N:8]1[CH2:13][CH2:12][N:11]([C:14]2[CH:15]=[N:16][C:17]([NH:20][C:21]3[N:22]=[CH:23][C:24]4[C:30]([CH3:31])=[C:29]([C:32]([O:34]CC)=[CH2:33])[C:28](=[O:37])[N:27]([CH:38]5[CH2:42][CH2:41][CH2:40][CH2:39]5)[C:25]=4[N:26]=3)=[CH:18][CH:19]=2)[CH2:10][CH2:9]1)=O)(C)(C)C. The catalyst is C(Cl)Cl.C(OCC)C. The product is [C:32]([C:29]1[C:28](=[O:37])[N:27]([CH:38]2[CH2:42][CH2:41][CH2:40][CH2:39]2)[C:25]2[N:26]=[C:21]([NH:20][C:17]3[CH:18]=[CH:19][C:14]([N:11]4[CH2:10][CH2:9][NH:8][CH2:13][CH2:12]4)=[CH:15][N:16]=3)[N:22]=[CH:23][C:24]=2[C:30]=1[CH3:31])(=[O:34])[CH3:33]. The yield is 0.920. (2) The reactants are C([O:3][C:4](=[O:23])[C:5]([C:21]#[N:22])=[C:6]([C:14]1[CH:19]=[CH:18][CH:17]=[C:16]([Cl:20])[CH:15]=1)[C:7]1[CH:12]=[CH:11][CH:10]=[C:9]([Cl:13])[CH:8]=1)C.[OH-:24].[Na+]. No catalyst specified. The product is [C:21]([C:5](=[C:6]([C:14]1[CH:19]=[CH:18][CH:17]=[C:16]([Cl:20])[CH:15]=1)[C:7]1[CH:12]=[CH:11][CH:10]=[C:9]([Cl:13])[CH:8]=1)[C:4]([OH:3])=[O:23])(=[O:24])[NH2:22]. The yield is 0.760. (3) The reactants are [S:1]([C:5]1[S:9][C:8]([C:10]#[N:11])=[CH:7][CH:6]=1)(=[O:4])(=[O:3])[NH2:2].Cl.[NH2:13][OH:14].C(=O)([O-])[O-].[Na+].[Na+]. The catalyst is O.C(O)C. The product is [OH:14][NH:13][C:10]([C:8]1[S:9][C:5]([S:1](=[O:4])(=[O:3])[NH2:2])=[CH:6][CH:7]=1)=[NH:11]. The yield is 0.580. (4) The reactants are [Cl:1][C:2]1[N:7]=[CH:6][C:5]([OH:8])=[CH:4][N:3]=1.Cl[CH:10]1[CH2:14][CH2:13][CH2:12][CH2:11]1.C(=O)([O-])[O-].[K+].[K+].O. The catalyst is CN(C)C=O. The product is [Cl:1][C:2]1[N:7]=[CH:6][C:5]([O:8][CH:10]2[CH2:14][CH2:13][CH2:12][CH2:11]2)=[CH:4][N:3]=1. The yield is 0.546. (5) The reactants are FC(F)(F)C(O)=O.[CH3:8][N:9]1[CH2:13][CH2:12][CH2:11][C@H:10]1[CH2:14][O:15][C:16]1[CH:24]=[CH:23][C:19]([C:20](O)=[O:21])=[C:18]([N:25]([CH:32]2[CH2:37][CH2:36][O:35][CH2:34][CH2:33]2)C(=O)C(F)(F)F)[CH:17]=1.C(Cl)(=O)C(Cl)=O.CCN(C(C)C)C(C)C.[F:53][C:54]1[CH:55]=[C:56]([CH:68]=[C:69]([F:71])[CH:70]=1)[CH2:57][C:58]1[CH:59]=[C:60]2[C:64](=[CH:65][CH:66]=1)[NH:63][N:62]=[C:61]2[NH2:67]. The catalyst is C(Cl)Cl.CN(C=O)C.C1COCC1.CCOC(C)=O.CO. The product is [F:53][C:54]1[CH:55]=[C:56]([CH:68]=[C:69]([F:71])[CH:70]=1)[CH2:57][C:58]1[CH:59]=[C:60]2[C:64](=[CH:65][CH:66]=1)[NH:63][N:62]=[C:61]2[NH:67][C:20](=[O:21])[C:19]1[CH:23]=[CH:24][C:16]([O:15][CH2:14][C@@H:10]2[CH2:11][CH2:12][CH2:13][N:9]2[CH3:8])=[CH:17][C:18]=1[NH:25][CH:32]1[CH2:33][CH2:34][O:35][CH2:36][CH2:37]1. The yield is 0.450. (6) The reactants are C([O:3][CH:4](OCC)[CH2:5][O:6][C:7]1[C:14]([O:15][CH3:16])=[CH:13][CH:12]=[CH:11][C:8]=1[CH:9]=O)C. The catalyst is C(O)(=O)C. The product is [CH3:16][O:15][C:14]1[C:7]2[O:6][C:5]([CH:4]=[O:3])=[CH:9][C:8]=2[CH:11]=[CH:12][CH:13]=1. The yield is 0.340.